This data is from Reaction yield outcomes from USPTO patents with 853,638 reactions. The task is: Predict the reaction yield, written as a fraction of the theoretical maximum amount of product (1.0 means a 100% yield; for example, 0.34 means a 34% yield). (1) The product is [Cl:10][CH2:11][C:12]([NH:7][C:6]1[CH:8]=[CH:9][C:3]([O:2][CH3:1])=[CH:4][CH:5]=1)=[O:13]. The catalyst is C(Cl)Cl. The reactants are [CH3:1][O:2][C:3]1[CH:9]=[CH:8][C:6]([NH2:7])=[CH:5][CH:4]=1.[Cl:10][CH2:11][C:12](O)=[O:13].CCN=C=NCCCN(C)C.C1C=CC2N(O)N=NC=2C=1.CN1CCOCC1. The yield is 0.200. (2) The reactants are [Li]CCCC.[Br:6][C:7]1[CH:8]=[C:9]([CH:12]=[CH:13][CH:14]=1)[CH:10]=O.[NH4+].[Cl-].C1[CH2:21][O:20][CH2:19]C1. No catalyst specified. The product is [Br:6][C:7]1[CH:14]=[CH:13][CH:12]=[C:9]([CH:10]=[CH:19][O:20][CH3:21])[CH:8]=1. The yield is 0.660. (3) The reactants are FC(F)(F)S(O[C:7]1[CH:16]=[CH:15][C:14]2[C:13](=[O:17])[CH2:12][CH2:11][CH2:10][C:9]=2[CH:8]=1)(=O)=O.[O:20]1[CH2:25][CH:24]=[C:23](B2OC(C)(C)C(C)(C)O2)[CH2:22][CH2:21]1.C(Cl)Cl.C([O-])(O)=O.[Na+]. The catalyst is O1CCOCC1.CCOC(C)=O.C1C=CC(P(C2C=CC=CC=2)[C-]2C=CC=C2)=CC=1.C1C=CC(P(C2C=CC=CC=2)[C-]2C=CC=C2)=CC=1.Cl[Pd]Cl.[Fe+2]. The product is [O:20]1[CH2:21][CH:22]=[C:23]([C:7]2[CH:8]=[C:9]3[C:14](=[CH:15][CH:16]=2)[C:13](=[O:17])[CH2:12][CH2:11][CH2:10]3)[CH2:24][CH2:25]1. The yield is 0.860.